From a dataset of NCI-60 drug combinations with 297,098 pairs across 59 cell lines. Regression. Given two drug SMILES strings and cell line genomic features, predict the synergy score measuring deviation from expected non-interaction effect. (1) Drug 1: C1CN1C2=NC(=NC(=N2)N3CC3)N4CC4. Drug 2: C#CCC(CC1=CN=C2C(=N1)C(=NC(=N2)N)N)C3=CC=C(C=C3)C(=O)NC(CCC(=O)O)C(=O)O. Cell line: OVCAR-8. Synergy scores: CSS=39.6, Synergy_ZIP=-4.64, Synergy_Bliss=-1.66, Synergy_Loewe=-1.72, Synergy_HSA=-1.06. (2) Drug 1: CC1=CC2C(CCC3(C2CCC3(C(=O)C)OC(=O)C)C)C4(C1=CC(=O)CC4)C. Drug 2: CN1C2=C(C=C(C=C2)N(CCCl)CCCl)N=C1CCCC(=O)O.Cl. Cell line: UACC-257. Synergy scores: CSS=-5.39, Synergy_ZIP=3.19, Synergy_Bliss=0.681, Synergy_Loewe=-2.55, Synergy_HSA=-3.15.